This data is from NCI-60 drug combinations with 297,098 pairs across 59 cell lines. The task is: Regression. Given two drug SMILES strings and cell line genomic features, predict the synergy score measuring deviation from expected non-interaction effect. (1) Drug 1: CCC(=C(C1=CC=CC=C1)C2=CC=C(C=C2)OCCN(C)C)C3=CC=CC=C3.C(C(=O)O)C(CC(=O)O)(C(=O)O)O. Drug 2: CCCCCOC(=O)NC1=NC(=O)N(C=C1F)C2C(C(C(O2)C)O)O. Cell line: UACC62. Synergy scores: CSS=1.96, Synergy_ZIP=4.14, Synergy_Bliss=-0.781, Synergy_Loewe=0.0486, Synergy_HSA=0.0487. (2) Drug 1: C1=CN(C=N1)CC(O)(P(=O)(O)O)P(=O)(O)O. Drug 2: C1CN1C2=NC(=NC(=N2)N3CC3)N4CC4. Cell line: SNB-75. Synergy scores: CSS=19.9, Synergy_ZIP=-9.94, Synergy_Bliss=-0.211, Synergy_Loewe=-3.81, Synergy_HSA=1.13. (3) Drug 1: CC1=CC2C(CCC3(C2CCC3(C(=O)C)OC(=O)C)C)C4(C1=CC(=O)CC4)C. Drug 2: C1=CC(=CC=C1CC(C(=O)O)N)N(CCCl)CCCl.Cl. Cell line: UO-31. Synergy scores: CSS=6.72, Synergy_ZIP=-2.07, Synergy_Bliss=3.96, Synergy_Loewe=3.63, Synergy_HSA=3.64.